From a dataset of Reaction yield outcomes from USPTO patents with 853,638 reactions. Predict the reaction yield, written as a fraction of the theoretical maximum amount of product (1.0 means a 100% yield; for example, 0.34 means a 34% yield). (1) The yield is 0.780. The product is [CH2:11]([C:10]([C:20]1[CH:21]=[CH:22][C:23]([OH:24])=[C:18]([CH3:25])[CH:19]=1)([C:8]1[S:7][C:6]2[CH:16]=[CH:17][C:3]([O:2][CH3:1])=[CH:4][C:5]=2[CH:9]=1)[CH2:13][CH3:14])[CH3:12]. No catalyst specified. The reactants are [CH3:1][O:2][C:3]1[CH:17]=[CH:16][C:6]2[S:7][C:8]([C:10](O)([CH2:13][CH3:14])[CH2:11][CH3:12])=[CH:9][C:5]=2[CH:4]=1.[C:18]1([CH3:25])[C:23]([OH:24])=[CH:22][CH:21]=[CH:20][CH:19]=1.B(F)(F)F.CCOCC. (2) The reactants are [Cl:1][C:2]1[C:10]2[N:9]=[C:8]([NH:11][C:12]3[CH:17]=[CH:16][C:15]([Cl:18])=[CH:14][CH:13]=3)[N:7]([CH2:19][CH2:20][CH2:21][CH2:22]O)[C:6]=2[C:5]([CH:24]([CH2:27][CH3:28])[CH2:25][CH3:26])=[CH:4][CH:3]=1.C1(P(C2C=CC=CC=2)C2C=CC=CC=2)C=CC=CC=1.N(C(OC(C)C)=O)=NC(OC(C)C)=O. The catalyst is O1CCCC1. The product is [Cl:1][C:2]1[C:10]2[N:9]=[C:8]3[N:11]([C:12]4[CH:17]=[CH:16][C:15]([Cl:18])=[CH:14][CH:13]=4)[CH2:22][CH2:21][CH2:20][CH2:19][N:7]3[C:6]=2[C:5]([CH:24]([CH2:27][CH3:28])[CH2:25][CH3:26])=[CH:4][CH:3]=1. The yield is 0.540. (3) The reactants are [CH:1]([Si:4](Cl)([CH:8]([CH3:10])[CH3:9])[CH:5]([CH3:7])[CH3:6])([CH3:3])[CH3:2].[F:12][C:13]1[CH:14]=[C:15]([OH:20])[CH:16]=[CH:17][C:18]=1[F:19].N1C=CN=C1. The catalyst is CN(C)C=O.O. The product is [F:12][C:13]1[CH:14]=[C:15]([CH:16]=[CH:17][C:18]=1[F:19])[O:20][Si:4]([CH:8]([CH3:10])[CH3:9])([CH:5]([CH3:7])[CH3:6])[CH:1]([CH3:3])[CH3:2]. The yield is 0.800. (4) The reactants are [CH2:1]([N:4]1[C:12](=[O:13])[C:11]2[N:10](COCC[Si](C)(C)C)[C:9]([C:22]3[CH:23]=[N:24][N:25]([CH2:27][C:28]#[C:29][C:30]4[CH:35]=[CH:34][C:33]([CH3:36])=[CH:32][CH:31]=4)[CH:26]=3)=[N:8][C:7]=2[N:6](COCC[Si](C)(C)C)[C:5]1=[O:45])[CH2:2][CH3:3].Cl. The catalyst is C(O)C. The product is [CH2:1]([N:4]1[C:12](=[O:13])[C:11]2[NH:10][C:9]([C:22]3[CH:23]=[N:24][N:25]([CH2:27][C:28]#[C:29][C:30]4[CH:35]=[CH:34][C:33]([CH3:36])=[CH:32][CH:31]=4)[CH:26]=3)=[N:8][C:7]=2[NH:6][C:5]1=[O:45])[CH2:2][CH3:3]. The yield is 0.470.